Task: Predict the reactants needed to synthesize the given product.. Dataset: Full USPTO retrosynthesis dataset with 1.9M reactions from patents (1976-2016) (1) Given the product [CH3:1][O:2][C:3](=[O:17])[C:4]1[CH:5]=[CH:6][C:7]([C:10]2[O:11][C:12]([CH:15]=[C:22]3[S:18][C:19](=[O:24])[NH:20][C:21]3=[O:23])=[CH:13][CH:14]=2)=[CH:8][CH:9]=1, predict the reactants needed to synthesize it. The reactants are: [CH3:1][O:2][C:3](=[O:17])[C:4]1[CH:9]=[CH:8][C:7]([C:10]2[O:11][C:12]([CH:15]=O)=[CH:13][CH:14]=2)=[CH:6][CH:5]=1.[S:18]1[CH2:22][C:21](=[O:23])[NH:20][C:19]1=[O:24]. (2) Given the product [Cl:1][C:2]1[CH:7]=[CH:6][CH:5]=[CH:4][C:3]=1[N:9]1[C:17]2[C:12](=[CH:13][C:14]([CH2:18][N:19]3[CH2:24][CH2:23][CH:22]([C:25]4[CH:26]=[C:27]([NH:31][C:32](=[O:36])[CH:33]([CH3:34])[CH3:35])[CH:28]=[CH:29][CH:30]=4)[CH2:21][CH2:20]3)=[CH:15][CH:16]=2)[CH:11]=[CH:10]1, predict the reactants needed to synthesize it. The reactants are: [Cl:1][C:2]1[CH:7]=[CH:6][CH:5]=[CH:4][C:3]=1I.[NH:9]1[C:17]2[C:12](=[CH:13][C:14]([CH2:18][N:19]3[CH2:24][CH2:23][CH:22]([C:25]4[CH:26]=[C:27]([NH:31][C:32](=[O:36])[CH:33]([CH3:35])[CH3:34])[CH:28]=[CH:29][CH:30]=4)[CH2:21][CH2:20]3)=[CH:15][CH:16]=2)[CH:11]=[CH:10]1.